This data is from NCI-60 drug combinations with 297,098 pairs across 59 cell lines. The task is: Regression. Given two drug SMILES strings and cell line genomic features, predict the synergy score measuring deviation from expected non-interaction effect. (1) Drug 1: CC1CCC2CC(C(=CC=CC=CC(CC(C(=O)C(C(C(=CC(C(=O)CC(OC(=O)C3CCCCN3C(=O)C(=O)C1(O2)O)C(C)CC4CCC(C(C4)OC)OCCO)C)C)O)OC)C)C)C)OC. Drug 2: CCC1(CC2CC(C3=C(CCN(C2)C1)C4=CC=CC=C4N3)(C5=C(C=C6C(=C5)C78CCN9C7C(C=CC9)(C(C(C8N6C)(C(=O)OC)O)OC(=O)C)CC)OC)C(=O)OC)O.OS(=O)(=O)O. Cell line: CAKI-1. Synergy scores: CSS=-0.105, Synergy_ZIP=-3.62, Synergy_Bliss=-7.73, Synergy_Loewe=-5.51, Synergy_HSA=-4.62. (2) Drug 1: C1=NC2=C(N=C(N=C2N1C3C(C(C(O3)CO)O)F)Cl)N. Drug 2: CC1=C2C(C(=O)C3(C(CC4C(C3C(C(C2(C)C)(CC1OC(=O)C(C(C5=CC=CC=C5)NC(=O)OC(C)(C)C)O)O)OC(=O)C6=CC=CC=C6)(CO4)OC(=O)C)O)C)O. Cell line: OVCAR-4. Synergy scores: CSS=-2.99, Synergy_ZIP=0.880, Synergy_Bliss=-0.112, Synergy_Loewe=-3.77, Synergy_HSA=-2.92. (3) Drug 1: CC1C(C(CC(O1)OC2CC(CC3=C2C(=C4C(=C3O)C(=O)C5=C(C4=O)C(=CC=C5)OC)O)(C(=O)CO)O)N)O.Cl. Drug 2: C(CCl)NC(=O)N(CCCl)N=O. Cell line: M14. Synergy scores: CSS=25.8, Synergy_ZIP=-7.64, Synergy_Bliss=-7.15, Synergy_Loewe=-4.37, Synergy_HSA=-4.34. (4) Drug 1: C1=C(C(=O)NC(=O)N1)N(CCCl)CCCl. Drug 2: C1CN1P(=S)(N2CC2)N3CC3. Cell line: SK-OV-3. Synergy scores: CSS=4.39, Synergy_ZIP=-5.96, Synergy_Bliss=-7.63, Synergy_Loewe=-9.06, Synergy_HSA=-6.95. (5) Drug 1: C1=CC=C(C=C1)NC(=O)CCCCCCC(=O)NO. Drug 2: CN(CC1=CN=C2C(=N1)C(=NC(=N2)N)N)C3=CC=C(C=C3)C(=O)NC(CCC(=O)O)C(=O)O. Cell line: CCRF-CEM. Synergy scores: CSS=41.0, Synergy_ZIP=0.196, Synergy_Bliss=0.706, Synergy_Loewe=-34.3, Synergy_HSA=0.736.